The task is: Predict the reaction yield, written as a fraction of the theoretical maximum amount of product (1.0 means a 100% yield; for example, 0.34 means a 34% yield).. This data is from Reaction yield outcomes from USPTO patents with 853,638 reactions. (1) The reactants are [F:1][C:2]1[CH:3]=[CH:4][C:5]([CH:22]2[C:27]([C:28]([O:30][CH2:31][CH3:32])=[O:29])=[C:26]([CH3:33])[NH:25][C:24]([C:34]3[S:35][CH:36]=[CH:37][N:38]=3)=[N:23]2)=[C:6]([C:8]2[CH:13]=[C:12]([C:14]([F:17])([F:16])[F:15])[CH:11]=[C:10]([C:18]([F:21])([F:20])[F:19])[CH:9]=2)[CH:7]=1.C1C(=O)N([Br:46])C(=O)C1. No catalyst specified. The product is [Br:46][CH2:33][C:26]1[NH:25][C:24]([C:34]2[S:35][CH:36]=[CH:37][N:38]=2)=[N:23][CH:22]([C:5]2[CH:4]=[CH:3][C:2]([F:1])=[CH:7][C:6]=2[C:8]2[CH:13]=[C:12]([C:14]([F:15])([F:17])[F:16])[CH:11]=[C:10]([C:18]([F:19])([F:21])[F:20])[CH:9]=2)[C:27]=1[C:28]([O:30][CH2:31][CH3:32])=[O:29]. The yield is 0.550. (2) The reactants are [NH2:1][C@H:2]([C:13]1[CH:18]=[CH:17][CH:16]=[CH:15][CH:14]=1)[CH2:3][N:4]([CH3:12])[C:5](=[O:11])[C@H:6]([CH3:10])[CH2:7][CH:8]=[CH2:9].[C:19](O)(=[O:24])[CH2:20][CH2:21][CH:22]=[CH2:23]. The catalyst is CN(C=O)C. The product is [CH3:12][N:4]([CH2:3][C@H:2]([NH:1][C:19](=[O:24])[CH2:20][CH2:21][CH:22]=[CH2:23])[C:13]1[CH:14]=[CH:15][CH:16]=[CH:17][CH:18]=1)[C:5](=[O:11])[C@H:6]([CH3:10])[CH2:7][CH:8]=[CH2:9]. The yield is 0.640. (3) The reactants are [CH2:1]([C:4]1[S:27][C:7]2[N:8]=[C:9]([CH2:25][OH:26])[N:10]=[C:11]([N:12]3[CH2:17][CH2:16][N:15]4[C:18]([C:21]([F:24])([F:23])[F:22])=[N:19][N:20]=[C:14]4[CH2:13]3)[C:6]=2[CH:5]=1)[CH2:2][CH3:3].[CH3:28][O:29][C:30](=[O:38])[C:31]1[CH:36]=[CH:35][CH:34]=[CH:33][C:32]=1O. No catalyst specified. The product is [CH3:28][O:29][C:30](=[O:38])[C:31]1[CH:36]=[CH:35][CH:34]=[CH:33][C:32]=1[O:26][CH2:25][C:9]1[N:10]=[C:11]([N:12]2[CH2:17][CH2:16][N:15]3[C:18]([C:21]([F:24])([F:23])[F:22])=[N:19][N:20]=[C:14]3[CH2:13]2)[C:6]2[CH:5]=[C:4]([CH2:1][CH2:2][CH3:3])[S:27][C:7]=2[N:8]=1. The yield is 0.450. (4) The reactants are [NH:1]1[CH:5]=[N:4][CH:3]=[N:2]1.O=P(Cl)(Cl)Cl.[I:11][C:12]1[N:13]=[C:14]([C@H:22]2[CH2:27][CH2:26][C@H:25]([C:28]([O:30][CH3:31])=[O:29])[CH2:24][CH2:23]2)[N:15]2[C:20]=1C(=O)NC=N2. The catalyst is N1C=CC=CC=1. The product is [NH2:1][C:5]1[C:20]2=[C:12]([I:11])[N:13]=[C:14]([C@H:22]3[CH2:23][CH2:24][C@H:25]([C:28]([O:30][CH3:31])=[O:29])[CH2:26][CH2:27]3)[N:15]2[N:2]=[CH:3][N:4]=1. The yield is 0.760. (5) The catalyst is C(Cl)Cl. The reactants are [CH2:1]([O:3][C:4](=[O:24])[C:5]([CH3:23])([CH3:22])[CH:6]([C:8]1[CH:13]=[CH:12][C:11]([O:14][CH2:15][C:16]2[CH:21]=[CH:20][CH:19]=[CH:18][CH:17]=2)=[CH:10][CH:9]=1)O)[CH3:2].C([SiH](CC)CC)C.C(=O)(O)[O-].[Na+]. The product is [CH2:1]([O:3][C:4](=[O:24])[C:5]([CH3:23])([CH3:22])[CH2:6][C:8]1[CH:13]=[CH:12][C:11]([O:14][CH2:15][C:16]2[CH:21]=[CH:20][CH:19]=[CH:18][CH:17]=2)=[CH:10][CH:9]=1)[CH3:2]. The yield is 0.940. (6) The catalyst is CN(C)C=O. The product is [CH2:1]([N:8]1[CH2:13][CH2:12][C:11](=[CH:22][C:23]([O:25][CH2:26][CH3:27])=[O:24])[CH2:10][CH2:9]1)[C:2]1[CH:7]=[CH:6][CH:5]=[CH:4][CH:3]=1. The reactants are [CH2:1]([N:8]1[CH2:13][CH2:12][C:11](=O)[CH2:10][CH2:9]1)[C:2]1[CH:7]=[CH:6][CH:5]=[CH:4][CH:3]=1.C1(P(C2C=CC=CC=2)(C2C=CC=CC=2)=[CH:22][C:23]([O:25][CH2:26][CH3:27])=[O:24])C=CC=CC=1. The yield is 0.555. (7) The reactants are [N+:1]([C:4]1[CH:9]=[CH:8][CH:7]=[CH:6][C:5]=1[C:10]1[N:11]=[C:12]2[N:16]([CH:17]=1)[C:15]([CH2:18]O)=[CH:14][S:13]2)([O-:3])=[O:2].S(Cl)([Cl:22])=O. The catalyst is ClCCl.CN(C=O)C. The product is [Cl:22][CH2:18][C:15]1[N:16]2[CH:17]=[C:10]([C:5]3[CH:6]=[CH:7][CH:8]=[CH:9][C:4]=3[N+:1]([O-:3])=[O:2])[N:11]=[C:12]2[S:13][CH:14]=1. The yield is 1.00. (8) The reactants are [CH3:1][O:2][C:3]([C:5]1[NH:6][C:7]2[C:12]([C:13]=1[Cl:14])=[C:11]([F:15])[CH:10]=[CH:9][CH:8]=2)=[O:4].CN(C)C=O.[C:21]([O:25][C:26]([NH:28][CH2:29][C:30]1[CH:35]=[CH:34][C:33](B(O)O)=[CH:32][CH:31]=1)=[O:27])([CH3:24])([CH3:23])[CH3:22].C(N(CC)C(C)C)(C)C. The catalyst is C([O-])(=O)C.[Cu+2].C([O-])(=O)C. The product is [CH3:1][O:2][C:3]([C:5]1[N:6]([C:33]2[CH:32]=[CH:31][C:30]([CH2:29][NH:28][C:26]([O:25][C:21]([CH3:24])([CH3:23])[CH3:22])=[O:27])=[CH:35][CH:34]=2)[C:7]2[C:12]([C:13]=1[Cl:14])=[C:11]([F:15])[CH:10]=[CH:9][CH:8]=2)=[O:4]. The yield is 0.490.